Predict the product of the given reaction. From a dataset of Forward reaction prediction with 1.9M reactions from USPTO patents (1976-2016). (1) The product is: [Br:26][C:27]1[CH:28]=[C:29]([CH:32]=[CH:33][CH:34]=1)[CH2:30][N:13]1[C:14]2[C:19](=[CH:18][CH:17]=[CH:16][CH:15]=2)[C:20](=[O:21])[C:11]([C:9]([C:6]2[CH:7]=[N:8][C:3]([C:2]([F:1])([F:22])[F:23])=[CH:4][CH:5]=2)=[O:10])=[CH:12]1. Given the reactants [F:1][C:2]([F:23])([F:22])[C:3]1[N:8]=[CH:7][C:6]([C:9]([C:11]2[C:20](=[O:21])[C:19]3[C:14](=[CH:15][CH:16]=[CH:17][CH:18]=3)[NH:13][CH:12]=2)=[O:10])=[CH:5][CH:4]=1.[H-].[Na+].[Br:26][C:27]1[CH:28]=[C:29]([CH:32]=[CH:33][CH:34]=1)[CH2:30]Br, predict the reaction product. (2) Given the reactants Cl[C:2]1[CH2:6][C@H:5]([CH:7]2[CH2:11][CH2:10][CH2:9][CH2:8]2)[N:4]([C:12]2[CH:19]=[CH:18][C:15]([C:16]#[N:17])=[C:14]([CH3:20])[N:13]=2)[N:3]=1.[CH3:21][O:22][C:23]1[N:32]=[C:31](B2OC(C)(C)C(C)(C)O2)[CH:30]=[CH:29][C:24]=1[C:25]([O:27][CH3:28])=[O:26], predict the reaction product. The product is: [C:16]([C:15]1[CH:18]=[CH:19][C:12]([N:4]2[C@@H:5]([CH:7]3[CH2:11][CH2:10][CH2:9][CH2:8]3)[CH2:6][C:2]([C:31]3[CH:30]=[CH:29][C:24]([C:25]([O:27][CH3:28])=[O:26])=[C:23]([O:22][CH3:21])[N:32]=3)=[N:3]2)=[N:13][C:14]=1[CH3:20])#[N:17]. (3) Given the reactants [Cl:1][C:2]1[CH:3]=[C:4]([C:20]2[C:21]([C:26]#[N:27])=[CH:22][CH:23]=[CH:24][CH:25]=2)[CH:5]=[CH:6][C:7]=1[CH2:8][C:9]1[C:14](=[O:15])[NH:13][C:12]([CH3:16])=[N:11][C:10]=1[CH2:17][CH2:18][CH3:19].[CH3:28][C:29]1([CH3:41])[CH2:33][C:32]2[CH:34]=[C:35](B(O)O)[CH:36]=[CH:37][C:31]=2[O:30]1.C([N:44](CC)CC)C.N1C=CC=CC=1.[C:55]([O:58]CC)(=[O:57])C, predict the reaction product. The product is: [Cl:1][C:2]1[CH:3]=[C:4]([C:20]2[CH:25]=[CH:24][CH:23]=[CH:22][C:21]=2[C:26]2[NH:44][C:55](=[O:57])[O:58][N:27]=2)[CH:5]=[CH:6][C:7]=1[CH2:8][C:9]1[C:14](=[O:15])[N:13]([C:35]2[CH:36]=[CH:37][C:31]3[O:30][C:29]([CH3:41])([CH3:28])[CH2:33][C:32]=3[CH:34]=2)[C:12]([CH3:16])=[N:11][C:10]=1[CH2:17][CH2:18][CH3:19]. (4) Given the reactants Cl[C:2]1[C:11]2[C:6](=[CH:7][C:8]([O:14][CH2:15][CH2:16][CH2:17][N:18]3[CH2:23][CH2:22][CH2:21][CH2:20][CH2:19]3)=[C:9]([O:12][CH3:13])[CH:10]=2)[N:5]=[CH:4][N:3]=1.C(=O)([O-])[O-].[K+].[K+].[Cl:30][C:31]1[CH:32]=[C:33]([OH:45])[CH:34]=[C:35]2[C:39]=1[NH:38][C:37]([C:40]([O:42][CH2:43][CH3:44])=[O:41])=[CH:36]2, predict the reaction product. The product is: [NH3:3].[Cl:30][C:31]1[CH:32]=[C:33]([O:45][C:2]2[C:11]3[C:6](=[CH:7][C:8]([O:14][CH2:15][CH2:16][CH2:17][N:18]4[CH2:23][CH2:22][CH2:21][CH2:20][CH2:19]4)=[C:9]([O:12][CH3:13])[CH:10]=3)[N:5]=[CH:4][N:3]=2)[CH:34]=[C:35]2[C:39]=1[NH:38][C:37]([C:40]([O:42][CH2:43][CH3:44])=[O:41])=[CH:36]2. (5) Given the reactants [C:1]1([C:7]2[C:15]3[C:10](=[N:11][CH:12]=[C:13]([C:16]4[CH:17]=[C:18]([OH:22])[CH:19]=[CH:20][CH:21]=4)[CH:14]=3)[NH:9][CH:8]=2)[CH2:6][CH2:5][CH2:4][CH2:3][CH:2]=1, predict the reaction product. The product is: [CH:1]1([C:7]2[C:15]3[C:10](=[N:11][CH:12]=[C:13]([C:16]4[CH:17]=[C:18]([OH:22])[CH:19]=[CH:20][CH:21]=4)[CH:14]=3)[NH:9][CH:8]=2)[CH2:2][CH2:3][CH2:4][CH2:5][CH2:6]1. (6) Given the reactants [NH2:1][N:2]1[N:11]=[C:10]([N:12]2[CH2:17][CH2:16][O:15][CH2:14][CH2:13]2)[C:9]2[C:4](=[CH:5][CH:6]=[CH:7][CH:8]=2)[C:3]1=[O:18].[CH3:19][N:20]([CH3:31])[C:21]1[CH:26]=[CH:25][C:24]([CH2:27][C:28](O)=[O:29])=[CH:23][CH:22]=1, predict the reaction product. The product is: [CH3:31][N:20]([CH3:19])[C:21]1[CH:26]=[CH:25][C:24]([CH2:27][C:28]([NH:1][N:2]2[N:11]=[C:10]([N:12]3[CH2:17][CH2:16][O:15][CH2:14][CH2:13]3)[C:9]3[C:4](=[CH:5][CH:6]=[CH:7][CH:8]=3)[C:3]2=[O:18])=[O:29])=[CH:23][CH:22]=1. (7) Given the reactants Br[C:2]1[N:3]=[C:4]([CH:13]=[O:14])[N:5]([C:7]2[CH:12]=[CH:11][CH:10]=[CH:9][CH:8]=2)[CH:6]=1.[NH:15]1[CH2:19][CH2:18][CH2:17][C:16]1=[O:20], predict the reaction product. The product is: [O:20]=[C:16]1[CH2:17][CH2:18][CH2:19][N:15]1[C:2]1[N:3]=[C:4]([CH:13]=[O:14])[N:5]([C:7]2[CH:12]=[CH:11][CH:10]=[CH:9][CH:8]=2)[CH:6]=1. (8) Given the reactants N[C:2]1[C:6]([CH2:7][C:8]2[CH:12]=[CH:11][S:10][CH:9]=2)=[CH:5][NH:4][C:3]=1[C:13]([O:15][CH3:16])=[O:14].[C:17]([NH:21][C:22](=[N:25][C:26]([O:28][CH3:29])=[O:27])SC)([O:19][CH3:20])=[O:18].C([N:32](CC)CC)C, predict the reaction product. The product is: [C:26]([N:25]([C:2]1[C:6]([CH2:7][C:8]2[CH:12]=[CH:11][S:10][CH:9]=2)=[CH:5][NH:4][C:3]=1[C:13]([O:15][CH3:16])=[O:14])[C:22]([NH:21][C:17]([O:19][CH3:20])=[O:18])=[NH:32])([O:28][CH3:29])=[O:27]. (9) Given the reactants Br[C:2]1[CH:3]=[C:4]([C:8]2[CH:13]=[C:12]([C:14]3[CH:19]=[CH:18][C:17]([C:20]([F:23])([F:22])[F:21])=[CH:16][CH:15]=3)[CH:11]=[C:10]([CH3:24])[N:9]=2)[CH:5]=[CH:6][CH:7]=1.[B:25](OC(C)C)([O:30]C(C)C)[O:26]C(C)C.[Li]CCCC.[Na+].[Cl-], predict the reaction product. The product is: [CH3:24][C:10]1[N:9]=[C:8]([C:4]2[CH:3]=[C:2]([B:25]([OH:30])[OH:26])[CH:7]=[CH:6][CH:5]=2)[CH:13]=[C:12]([C:14]2[CH:19]=[CH:18][C:17]([C:20]([F:23])([F:22])[F:21])=[CH:16][CH:15]=2)[CH:11]=1.